Dataset: Peptide-MHC class I binding affinity with 185,985 pairs from IEDB/IMGT. Task: Regression. Given a peptide amino acid sequence and an MHC pseudo amino acid sequence, predict their binding affinity value. This is MHC class I binding data. (1) The peptide sequence is SLVIVTTFV. The MHC is HLA-B57:01 with pseudo-sequence HLA-B57:01. The binding affinity (normalized) is 0.190. (2) The peptide sequence is ALAEHISDSI. The MHC is HLA-A02:02 with pseudo-sequence HLA-A02:02. The binding affinity (normalized) is 1.00. (3) The peptide sequence is FAAAAARTL. The MHC is HLA-B15:01 with pseudo-sequence HLA-B15:01. The binding affinity (normalized) is 0.474. (4) The peptide sequence is NGANFASQEV. The MHC is Mamu-A07 with pseudo-sequence Mamu-A07. The binding affinity (normalized) is 0.163. (5) The peptide sequence is AEPPFGESNI. The MHC is HLA-B44:02 with pseudo-sequence HLA-B44:02. The binding affinity (normalized) is 0.273. (6) The peptide sequence is NQLLIAILL. The binding affinity (normalized) is 0.223. The MHC is HLA-A02:03 with pseudo-sequence HLA-A02:03.